Dataset: Catalyst prediction with 721,799 reactions and 888 catalyst types from USPTO. Task: Predict which catalyst facilitates the given reaction. (1) Reactant: C([N:8]1[CH2:13][CH2:12][C@@H:11]([CH3:14])[C@@H:10]([N:15]([CH3:25])[C:16]2[C:17]3[CH:24]=[CH:23][NH:22][C:18]=3[N:19]=[CH:20][N:21]=2)[CH2:9]1)C1C=CC=CC=1.FC(F)(F)C(O)=O. Product: [CH3:25][N:15]([C@@H:10]1[C@H:11]([CH3:14])[CH2:12][CH2:13][NH:8][CH2:9]1)[C:16]1[C:17]2[CH:24]=[CH:23][NH:22][C:18]=2[N:19]=[CH:20][N:21]=1. The catalyst class is: 293. (2) Reactant: [CH:1]1([NH2:8])[CH2:7][CH2:6][CH2:5][CH2:4][CH2:3][CH2:2]1.Cl[C:10]1[C:11]2[CH:19]=[C:18]([F:20])[N:17]=[CH:16][C:12]=2[N:13]=[CH:14][N:15]=1. Product: [CH:1]1([NH:8][C:10]2[C:11]3[CH:19]=[C:18]([F:20])[N:17]=[CH:16][C:12]=3[N:13]=[CH:14][N:15]=2)[CH2:7][CH2:6][CH2:5][CH2:4][CH2:3][CH2:2]1. The catalyst class is: 4. (3) Reactant: C1N(CC(O)=[O:15])CCN(CC([O-])=O)CCN(CC([O-])=O)CCN(CC([O-])=O)C1.[Gd+3].[CH2:30]([OH:38])[CH2:31][CH2:32][CH2:33][CH2:34][CH2:35][CH2:36][CH3:37]. Product: [CH2:30]([OH:38])[CH2:31][CH2:32][CH2:33][CH2:34][CH2:35][CH2:36][CH3:37].[OH2:15]. The catalyst class is: 6. (4) Reactant: FC(F)(F)C(O)=O.[C:8]([S:11][CH:12]1[CH2:17][CH2:16][NH:15][CH2:14]/[C:13]/1=[CH:18]\[C:19]1[N:20]=[N:21][N:22]([CH2:24][C:25]([O:27][CH3:28])=[O:26])[CH:23]=1)(=[O:10])[CH3:9].Br[CH:30]([C:36]1[CH:41]=[CH:40][CH:39]=[CH:38][C:37]=1[F:42])[C:31]([CH:33]1[CH2:35][CH2:34]1)=[O:32].[ClH:43]. Product: [ClH:43].[C:8]([S:11][CH:12]1[CH2:17][CH2:16][N:15]([CH:30]([C:36]2[CH:41]=[CH:40][CH:39]=[CH:38][C:37]=2[F:42])[C:31]([CH:33]2[CH2:34][CH2:35]2)=[O:32])[CH2:14]/[C:13]/1=[CH:18]\[C:19]1[N:20]=[N:21][N:22]([CH2:24][C:25]([O:27][CH3:28])=[O:26])[CH:23]=1)(=[O:10])[CH3:9]. The catalyst class is: 66. (5) The catalyst class is: 4. Product: [Cl:1][C:2]1[CH:3]=[CH:4][C:5]2[N:11]3[CH:12]=[CH:13][CH:14]=[C:10]3[C@@H:9]([CH2:15][CH2:16][C:17]([N:57]3[CH2:56][CH2:55][N:33]([C:61](=[O:38])[C:60]([O:63][CH2:64][CH3:65])=[O:62])[CH2:36][CH2:59]3)=[O:19])[O:8][C@H:7]([C:20]3[CH:25]=[CH:24][CH:23]=[C:22]([O:26][CH3:27])[C:21]=3[O:28][CH3:29])[C:6]=2[CH:30]=1. Reactant: [Cl:1][C:2]1[CH:3]=[CH:4][C:5]2[N:11]3[CH:12]=[CH:13][CH:14]=[C:10]3[C@@H:9]([CH2:15][CH2:16][C:17]([OH:19])=O)[O:8][C@H:7]([C:20]3[CH:25]=[CH:24][CH:23]=[C:22]([O:26][CH3:27])[C:21]=3[O:28][CH3:29])[C:6]=2[CH:30]=1.C([N:33]([CH2:36]C)CC)C.[OH:38]N1C2C=CC=CC=2N=N1.Cl.C(N=C=NC[CH2:55][CH2:56][N:57]([CH3:59])C)C.[C:60]([O:63][CH2:64][CH3:65])(=[O:62])[CH3:61]. (6) Reactant: [Cl:1][C:2]1[CH:25]=[CH:24][C:5]([CH2:6][NH:7][C:8]([C:10]2[C:11](=[O:23])[C:12]3[S:19][C:18]([CH2:20]Cl)=[C:17]([CH3:22])[C:13]=3[N:14]([CH3:16])[CH:15]=2)=[O:9])=[CH:4][CH:3]=1.[O:26]1[C:30]2[CH:31]=[CH:32][C:33]([CH:35]([OH:39])[CH2:36][NH:37][CH3:38])=[CH:34][C:29]=2[O:28][CH2:27]1.C(N(C(C)C)CC)(C)C. Product: [O:26]1[C:30]2[CH:31]=[CH:32][C:33]([CH:35]([OH:39])[CH2:36][N:37]([CH2:20][C:18]3[S:19][C:12]4[C:11](=[O:23])[C:10]([C:8]([NH:7][CH2:6][C:5]5[CH:4]=[CH:3][C:2]([Cl:1])=[CH:25][CH:24]=5)=[O:9])=[CH:15][N:14]([CH3:16])[C:13]=4[C:17]=3[CH3:22])[CH3:38])=[CH:34][C:29]=2[O:28][CH2:27]1. The catalyst class is: 18. (7) Reactant: Cl[C:2]1[C:3]2[S:10][C:9]([C:11]3[CH:16]=[CH:15][C:14]([F:17])=[CH:13][CH:12]=3)=[CH:8][C:4]=2[N:5]=[CH:6][N:7]=1.[CH3:18][C@@H:19]1[CH2:24][NH:23][CH2:22][CH2:21][N:20]1[C:25]([O:27][C:28]([CH3:31])([CH3:30])[CH3:29])=[O:26].C(N(CC)CC)C. Product: [F:17][C:14]1[CH:15]=[CH:16][C:11]([C:9]2[S:10][C:3]3[C:2]([N:23]4[CH2:22][CH2:21][N:20]([C:25]([O:27][C:28]([CH3:31])([CH3:30])[CH3:29])=[O:26])[C@H:19]([CH3:18])[CH2:24]4)=[N:7][CH:6]=[N:5][C:4]=3[CH:8]=2)=[CH:12][CH:13]=1. The catalyst class is: 10. (8) Reactant: Cl.[N:2]1[CH:7]=CC=C(/C=C/C(O)=O)[CH:3]=1.[C:13]([O-])([CH3:16])(C)[CH3:14].[K+].[O:19]1C[CH2:22][CH2:21][CH2:20]1. Product: [CH3:3][N:2]([CH3:7])[C:13]1([CH2:22][CH2:21][CH2:20][OH:19])[CH2:14][CH2:16]1. The catalyst class is: 28. (9) Reactant: [NH2:1][C:2]1[CH:11]=[C:10]2[C:5]([CH2:6][CH2:7][C:8](=[O:12])[NH:9]2)=[CH:4][CH:3]=1.[CH3:13][C:14](=O)[CH2:15][CH2:16][C:17](=O)[CH3:18].CC1C=CC(S(O)(=O)=O)=CC=1. Product: [CH3:18][C:17]1[N:1]([C:2]2[CH:11]=[C:10]3[C:5]([CH2:6][CH2:7][C:8](=[O:12])[NH:9]3)=[CH:4][CH:3]=2)[C:14]([CH3:13])=[CH:15][CH:16]=1. The catalyst class is: 11. (10) Reactant: Br[C:2]1[C:3]2[C:8]([C:9]3[CH:10]=[CH:11][CH:12]=[CH:13][C:14]=3[CH:15]=1)=[CH:7][CH:6]=[CH:5][CH:4]=2.[Li][CH2:17]CCC.COS(OC)(=O)=O.Cl. Product: [CH3:17][C:2]1[C:3]2[C:8]([C:9]3[CH:10]=[CH:11][CH:12]=[CH:13][C:14]=3[CH:15]=1)=[CH:7][CH:6]=[CH:5][CH:4]=2. The catalyst class is: 28.